From a dataset of Full USPTO retrosynthesis dataset with 1.9M reactions from patents (1976-2016). Predict the reactants needed to synthesize the given product. Given the product [F:58][C:59]1[CH:60]=[CH:63][CH:64]=[CH:65][C:55]=1[CH2:54][NH:53][C:51]([O:1][CH2:2][C@H:3]1[N:8]([C:9]([O:11][C:12]([CH3:14])([CH3:15])[CH3:13])=[O:10])[CH2:7][C@@H:6]([CH2:16][CH2:17][C:18]2[CH:23]=[CH:22][CH:21]=[CH:20][C:19]=2[NH:24][C:25](=[O:45])[C@H:26]([CH:32]([C:39]2[CH:44]=[CH:43][CH:42]=[CH:41][CH:40]=2)[C:33]2[CH:38]=[CH:37][CH:36]=[CH:35][CH:34]=2)[NH:27][C:28]([O:30][CH3:31])=[O:29])[O:5][CH2:4]1)=[O:52], predict the reactants needed to synthesize it. The reactants are: [OH:1][CH2:2][C@H:3]1[N:8]([C:9]([O:11][C:12]([CH3:15])([CH3:14])[CH3:13])=[O:10])[CH2:7][C@@H:6]([CH2:16][CH2:17][C:18]2[CH:23]=[CH:22][CH:21]=[CH:20][C:19]=2[NH:24][C:25](=[O:45])[C@H:26]([CH:32]([C:39]2[CH:44]=[CH:43][CH:42]=[CH:41][CH:40]=2)[C:33]2[CH:38]=[CH:37][CH:36]=[CH:35][CH:34]=2)[NH:27][C:28]([O:30][CH3:31])=[O:29])[O:5][CH2:4]1.C1N=CN([C:51]([N:53]2C=N[CH:55]=[CH:54]2)=[O:52])C=1.[F:58][C:59]1C=[CH:65][CH:64]=[CH:63][C:60]=1CN.